This data is from Full USPTO retrosynthesis dataset with 1.9M reactions from patents (1976-2016). The task is: Predict the reactants needed to synthesize the given product. (1) Given the product [OH:34][C@@H:14]1[C:15]2[N:16]=[CH:17][N:18]=[C:19]([N:21]3[CH2:26][CH2:25][N:24]([C:27]([O:29][C:30]([CH3:33])([CH3:32])[CH3:31])=[O:28])[CH2:23][CH2:22]3)[C:20]=2[C@H:12]([CH3:11])[CH2:13]1, predict the reactants needed to synthesize it. The reactants are: C(N(CC)CC)C.C(O)=O.[CH3:11][C@H:12]1[C:20]2[C:19]([N:21]3[CH2:26][CH2:25][N:24]([C:27]([O:29][C:30]([CH3:33])([CH3:32])[CH3:31])=[O:28])[CH2:23][CH2:22]3)=[N:18][CH:17]=[N:16][C:15]=2[C:14](=[O:34])[CH2:13]1.O[C@H]1C2N=CN=C(N3CCN(C(OC(C)(C)C)=O)CC3)C=2[C@H](C)C1. (2) Given the product [CH3:18][O:17][C:16]1[CH:15]=[CH:14][CH:13]=[C:12]([O:19][CH3:20])[C:11]=1[CH:2]1[N:1]([CH2:30][C:29]2[CH:32]=[CH:33][CH:34]=[C:27]([C:25]3[S:26][C:22]([CH3:21])=[CH:23][N:24]=3)[CH:28]=2)[C:5](=[O:7])[CH:4]([CH3:10])[CH2:3]1, predict the reactants needed to synthesize it. The reactants are: [NH2:1][CH:2]([C:11]1[C:16]([O:17][CH3:18])=[CH:15][CH:14]=[CH:13][C:12]=1[O:19][CH3:20])[CH2:3][CH:4]([CH3:10])[C:5]([O:7]CC)=O.[CH3:21][C:22]1[S:26][C:25]([C:27]2[CH:28]=[C:29]([CH:32]=[CH:33][CH:34]=2)[CH:30]=O)=[N:24][CH:23]=1. (3) Given the product [CH3:20][O:19][CH2:18][CH2:17][O:16][C:8]1[C:5]2[CH:6]=[N:7][C:2]([NH:32][C:30]([NH:29][C@@H:27]([C:21]3[CH:26]=[CH:25][CH:24]=[CH:23][CH:22]=3)[CH3:28])=[O:31])=[CH:3][C:4]=2[NH:10][N:9]=1, predict the reactants needed to synthesize it. The reactants are: Cl[C:2]1[N:7]=[CH:6][C:5]2[C:8]([O:16][CH2:17][CH2:18][O:19][CH3:20])=[N:9][N:10](C(OCC)=O)[C:4]=2[CH:3]=1.[C:21]1([C@H:27]([NH:29][C:30]([NH2:32])=[O:31])[CH3:28])[CH:26]=[CH:25][CH:24]=[CH:23][CH:22]=1.CC(P(C(C)(C)C)C1N(C2C(C3C=CC=CC=3)=NN(C3C=CC=CC=3)C=2C2C=CC=CC=2)N=CC=1)(C)C.P([O-])([O-])([O-])=O.[K+].[K+].[K+].C([O-])([O-])=O.[K+].[K+]. (4) Given the product [Cl:54][C:55]1[CH:60]=[CH:59][CH:58]=[CH:57][C:56]=1[NH:61][CH:62]1[CH2:67][CH2:66][N:65]([C:16](=[O:18])[CH2:15][NH:14][C:12](=[O:13])[C:11]2[CH:10]=[CH:9][C:8]([NH:7][C:1]3[CH:2]=[CH:3][CH:4]=[CH:5][CH:6]=3)=[CH:20][CH:19]=2)[CH2:64][CH2:63]1, predict the reactants needed to synthesize it. The reactants are: [C:1]1([NH:7][C:8]2[CH:20]=[CH:19][C:11]([C:12]([NH:14][CH2:15][C:16]([OH:18])=O)=[O:13])=[CH:10][CH:9]=2)[CH:6]=[CH:5][CH:4]=[CH:3][CH:2]=1.CCN(C(C)C)C(C)C.C1C=CC2N(O)N=NC=2C=1.CCN=C=NCCCN(C)C.Cl.Cl.Cl.[Cl:54][C:55]1[CH:60]=[CH:59][CH:58]=[CH:57][C:56]=1[NH:61][CH:62]1[CH2:67][CH2:66][NH:65][CH2:64][CH2:63]1. (5) Given the product [CH2:32]([O:39][CH2:40][CH2:41][O:27][C:22]1[CH:23]=[CH:24][CH:25]=[CH:26][C:21]=1[C:17]1[CH:16]=[C:15]([F:28])[C:14]([CH:10]([O:11][CH2:12][CH3:13])[C:9]([NH:8][CH2:7][C:6]2[CH:5]=[CH:4][C:3]([C:1]#[N:2])=[CH:31][CH:30]=2)=[O:29])=[C:19]([F:20])[CH:18]=1)[C:33]1[CH:38]=[CH:37][CH:36]=[CH:35][CH:34]=1, predict the reactants needed to synthesize it. The reactants are: [C:1]([C:3]1[CH:31]=[CH:30][C:6]([CH2:7][NH:8][C:9](=[O:29])[CH:10]([C:14]2[C:19]([F:20])=[CH:18][C:17]([C:21]3[CH:26]=[CH:25][CH:24]=[CH:23][C:22]=3[OH:27])=[CH:16][C:15]=2[F:28])[O:11][CH2:12][CH3:13])=[CH:5][CH:4]=1)#[N:2].[CH2:32]([O:39][CH2:40][CH2:41]O)[C:33]1[CH:38]=[CH:37][CH:36]=[CH:35][CH:34]=1.N(C(OCC)=O)=NC(OCC)=O.C1(P(C2C=CC=CC=2)C2C=CC=CC=2)C=CC=CC=1. (6) Given the product [Cl:15][C:16]1[C:25]2[C:20](=[CH:21][C:22]([O:28][CH2:8][C:9]3[N:10]=[C:11]([CH3:14])[S:12][CH:13]=3)=[C:23]([O:26][CH3:27])[CH:24]=2)[N:19]=[N:18][CH:17]=1, predict the reactants needed to synthesize it. The reactants are: C(=O)([O-])[O-].[K+].[K+].Cl[CH2:8][C:9]1[N:10]=[C:11]([CH3:14])[S:12][CH:13]=1.[Cl:15][C:16]1[C:25]2[C:20](=[CH:21][C:22]([OH:28])=[C:23]([O:26][CH3:27])[CH:24]=2)[N:19]=[N:18][CH:17]=1.Cl. (7) Given the product [N+:1]([C:4]1[CH:9]=[CH:8][C:7]([N:10]2[CH2:14][CH2:13][CH2:12][CH2:11]2)=[CH:6][C:5]=1[NH:15][C:22](=[O:29])[C:23]1[CH:28]=[CH:27][CH:26]=[CH:25][CH:24]=1)([O-:3])=[O:2], predict the reactants needed to synthesize it. The reactants are: [N+:1]([C:4]1[CH:9]=[CH:8][C:7]([N:10]2[CH2:14][CH2:13][CH2:12][CH2:11]2)=[CH:6][C:5]=1[NH2:15])([O-:3])=[O:2].N1C=CC=CC=1.[C:22](Cl)(=[O:29])[C:23]1[CH:28]=[CH:27][CH:26]=[CH:25][CH:24]=1. (8) Given the product [F:1][C:2]1[CH:21]=[C:20]([N+:22]([O-:24])=[O:23])[CH:19]=[CH:18][C:3]=1[O:4][C:5]1[C:14]2[C:9](=[CH:10][C:11]([O:17][CH2:36][CH:37]3[CH2:42][CH2:41][N:40]([C:43]([O:45][C:46]([CH3:47])([CH3:49])[CH3:48])=[O:44])[CH2:39][CH2:38]3)=[C:12]([O:15][CH3:16])[CH:13]=2)[N:8]=[CH:7][CH:6]=1, predict the reactants needed to synthesize it. The reactants are: [F:1][C:2]1[CH:21]=[C:20]([N+:22]([O-:24])=[O:23])[CH:19]=[CH:18][C:3]=1[O:4][C:5]1[C:14]2[C:9](=[CH:10][C:11]([OH:17])=[C:12]([O:15][CH3:16])[CH:13]=2)[N:8]=[CH:7][CH:6]=1.C(=O)([O-])[O-].[Cs+].[Cs+].CS(O[CH2:36][CH:37]1[CH2:42][CH2:41][N:40]([C:43]([O:45][C:46]([CH3:49])([CH3:48])[CH3:47])=[O:44])[CH2:39][CH2:38]1)(=O)=O. (9) Given the product [CH2:1]([N:8]1[CH2:14][C:13]2[N:15]=[CH:16][C:17]([N:20]3[CH2:25][CH2:24][O:23][CH2:22][CH2:21]3)=[N:18][C:12]=2[O:11][CH2:10][CH2:9]1)[C:2]1[CH:7]=[CH:6][CH:5]=[CH:4][CH:3]=1, predict the reactants needed to synthesize it. The reactants are: [CH2:1]([N:8]1[CH2:14][C:13]2[N:15]=[CH:16][C:17](Cl)=[N:18][C:12]=2[O:11][CH2:10][CH2:9]1)[C:2]1[CH:7]=[CH:6][CH:5]=[CH:4][CH:3]=1.[NH:20]1[CH2:25][CH2:24][O:23][CH2:22][CH2:21]1.CC(C1C=C(C(C)C)C(C2C=CC=CC=2P(C2CCCCC2)C2CCCCC2)=C(C(C)C)C=1)C.CC(C)([O-])C.[Na+]. (10) The reactants are: [O:1]1[CH2:6][CH2:5][N:4]([C:7]2[C:8]3[N:9]([CH:13]=[C:14]([CH:16]=[O:17])[N:15]=3)[N:10]=[CH:11][CH:12]=2)[CH2:3][CH2:2]1.Br[C:19]1[CH:20]=[C:21]([O:25][CH3:26])[CH:22]=[CH:23][CH:24]=1. Given the product [CH3:26][O:25][C:21]1[CH:20]=[C:19]([C:13]2[N:9]3[N:10]=[CH:11][CH:12]=[C:7]([N:4]4[CH2:3][CH2:2][O:1][CH2:6][CH2:5]4)[C:8]3=[N:15][C:14]=2[CH:16]=[O:17])[CH:24]=[CH:23][CH:22]=1, predict the reactants needed to synthesize it.